From a dataset of Peptide-MHC class II binding affinity with 134,281 pairs from IEDB. Regression. Given a peptide amino acid sequence and an MHC pseudo amino acid sequence, predict their binding affinity value. This is MHC class II binding data. (1) The peptide sequence is GTVVMQVKVSKGAPC. The MHC is DRB1_0801 with pseudo-sequence DRB1_0801. The binding affinity (normalized) is 0.507. (2) The peptide sequence is GELQIVDKIDAAFKY. The MHC is DRB4_0101 with pseudo-sequence DRB4_0103. The binding affinity (normalized) is 0.768. (3) The MHC is DRB3_0202 with pseudo-sequence DRB3_0202. The binding affinity (normalized) is 0.893. The peptide sequence is AAYLATRGLDVVDAV. (4) The peptide sequence is YEDAKSPLTASKLTY. The MHC is HLA-DPA10103-DPB10301 with pseudo-sequence HLA-DPA10103-DPB10301. The binding affinity (normalized) is 0.